Dataset: Forward reaction prediction with 1.9M reactions from USPTO patents (1976-2016). Task: Predict the product of the given reaction. (1) Given the reactants [Br:1][C:2]1[CH:3]=[C:4]([C:12]#[C:13][Si:14]([CH3:17])([CH3:16])[CH3:15])[C:5]([NH2:11])=[N:6][C:7]=1[CH:8]1[CH2:10][CH2:9]1.CC(C)([O-])C.[K+], predict the reaction product. The product is: [Br:1][C:2]1[CH:3]=[C:4]2[CH:12]=[C:13]([Si:14]([CH3:16])([CH3:15])[CH3:17])[NH:11][C:5]2=[N:6][C:7]=1[CH:8]1[CH2:9][CH2:10]1. (2) Given the reactants [CH3:1][C:2]1[CH:6]=[CH:5][S:4][C:3]=1[CH2:7][NH2:8].[CH2:9]([O:16][C:17]1[CH:22]=[CH:21][N:20]([C:23]2[S:24][C:25]([C:29](O)=[O:30])=[C:26]([CH3:28])[N:27]=2)[C:19](=[O:32])[CH:18]=1)[C:10]1[CH:15]=[CH:14][CH:13]=[CH:12][CH:11]=1, predict the reaction product. The product is: [CH2:9]([O:16][C:17]1[CH:22]=[CH:21][N:20]([C:23]2[S:24][C:25]([C:29]([NH:8][CH2:7][C:3]3[S:4][CH:5]=[CH:6][C:2]=3[CH3:1])=[O:30])=[C:26]([CH3:28])[N:27]=2)[C:19](=[O:32])[CH:18]=1)[C:10]1[CH:15]=[CH:14][CH:13]=[CH:12][CH:11]=1. (3) Given the reactants [F:1][C:2]([F:19])([F:18])[C:3]1[CH:8]=[CH:7][C:6]([C:9]2[CH2:14][CH2:13][CH2:12][CH2:11][C:10]=2[C:15]([OH:17])=O)=[CH:5][CH:4]=1.[NH2:20][C:21]1[CH:29]=[C:28]2[C:24]([CH2:25][N:26]([CH2:31][CH2:32][C:33]3[CH:38]=[CH:37][CH:36]=[CH:35][N:34]=3)[C:27]2=[O:30])=[CH:23][CH:22]=1.CN(C)CCCN=C=NCC.C(OCC)(=O)C, predict the reaction product. The product is: [O:30]=[C:27]1[C:28]2[C:24](=[CH:23][CH:22]=[C:21]([NH:20][C:15]([C:10]3[CH2:11][CH2:12][CH2:13][CH2:14][C:9]=3[C:6]3[CH:5]=[CH:4][C:3]([C:2]([F:1])([F:19])[F:18])=[CH:8][CH:7]=3)=[O:17])[CH:29]=2)[CH2:25][N:26]1[CH2:31][CH2:32][C:33]1[CH:38]=[CH:37][CH:36]=[CH:35][N:34]=1. (4) Given the reactants C1(N([C@H]2CC[C@H](CC)CC2)[C:7](=[O:19])[NH:8][C:9]2[S:10][C:11]([S:14][CH2:15][C:16]([OH:18])=[O:17])=[CH:12][N:13]=2)CCCC1.[C:28]([CH:32]1[CH2:37][CH2:36][CH:35]([NH:38][CH:39]2[CH2:45][CH2:44][CH2:43][CH2:42][CH2:41][CH2:40]2)[CH2:34][CH2:33]1)([CH3:31])([CH3:30])[CH3:29].C(OC(=O)CSC1SC(N)=NC=1)C, predict the reaction product. The product is: [C:28]([C@H:32]1[CH2:37][CH2:36][C@H:35]([N:38]([CH:39]2[CH2:45][CH2:44][CH2:43][CH2:42][CH2:41][CH2:40]2)[C:7](=[O:19])[NH:8][C:9]2[S:10][C:11]([S:14][CH2:15][C:16]([OH:18])=[O:17])=[CH:12][N:13]=2)[CH2:34][CH2:33]1)([CH3:31])([CH3:29])[CH3:30]. (5) Given the reactants [F:1][C:2]([F:7])([CH2:5][NH2:6])[CH2:3][NH2:4].C(N(CC)CC)C.[Cl:15][C:16]1[N:25]=[C:24](Cl)[C:23]2[C:18](=[CH:19][CH:20]=[C:21]([CH3:27])[CH:22]=2)[N:17]=1.O, predict the reaction product. The product is: [Cl:15][C:16]1[N:25]=[C:24]([NH:4][CH2:3][C:2]([F:7])([F:1])[CH2:5][NH2:6])[C:23]2[C:18](=[CH:19][CH:20]=[C:21]([CH3:27])[CH:22]=2)[N:17]=1.